This data is from Catalyst prediction with 721,799 reactions and 888 catalyst types from USPTO. The task is: Predict which catalyst facilitates the given reaction. (1) Reactant: [NH2:1][C:2]1[C:11]2[C:6](=[CH:7][CH:8]=[C:9]([C:12]([NH:14][C:15]3[CH:22]=[CH:21][C:18]([CH2:19][NH2:20])=[CH:17][CH:16]=3)=[O:13])[CH:10]=2)[N:5]=[C:4]([CH3:23])[CH:3]=1.[NH2:24][C:25]1[N:30]=[C:29](Cl)[CH:28]=[C:27]([CH3:32])[N:26]=1.C(N(C(C)C)CC)(C)C. Product: [NH2:24][C:25]1[N:30]=[C:29]([NH:20][CH2:19][C:18]2[CH:21]=[CH:22][C:15]([NH:14][C:12]([C:9]3[CH:10]=[C:11]4[C:6](=[CH:7][CH:8]=3)[N:5]=[C:4]([CH3:23])[CH:3]=[C:2]4[NH2:1])=[O:13])=[CH:16][CH:17]=2)[CH:28]=[C:27]([CH3:32])[N:26]=1. The catalyst class is: 3. (2) Reactant: [Cl:1][C:2]1[N:7]=[C:6]([C@:8]2([CH3:19])[CH2:13][C@@H:12]([C:14]([F:17])([F:16])[F:15])[O:11][C:10]([NH2:18])=[N:9]2)[C:5]([F:20])=[CH:4][CH:3]=1.C(N(C(C)C)CC)(C)C.[CH3:30][O:31][C:32]1[CH:53]=[CH:52][C:35]([C:36](Cl)([C:45]2[CH:50]=[CH:49][CH:48]=[CH:47][CH:46]=2)[C:37]2[CH:42]=[CH:41][C:40]([O:43][CH3:44])=[CH:39][CH:38]=2)=[CH:34][CH:33]=1. Product: [CH3:44][O:43][C:40]1[CH:39]=[CH:38][C:37]([C:36]([C:35]2[CH:34]=[CH:33][C:32]([O:31][CH3:30])=[CH:53][CH:52]=2)([C:45]2[CH:50]=[CH:49][CH:48]=[CH:47][CH:46]=2)[NH:18][C:10]2[O:11][C@H:12]([C:14]([F:16])([F:15])[F:17])[CH2:13][C@:8]([C:6]3[C:5]([F:20])=[CH:4][CH:3]=[C:2]([Cl:1])[N:7]=3)([CH3:19])[N:9]=2)=[CH:42][CH:41]=1. The catalyst class is: 4. (3) Product: [Cl:1][C:2]1[C:3]([C:24]2[CH:25]=[C:26]3[N:32]([CH2:33][C:34]4[CH:39]=[CH:38][CH:37]=[C:36]([F:40])[CH:35]=4)[CH:31]=[N:30][C:27]3=[N:28][CH:29]=2)=[CH:4][C:5]([NH:8][C:9]([CH:11]2[CH2:16][CH2:15][CH2:14][NH:13][CH2:12]2)=[O:10])=[N:6][CH:7]=1. Reactant: [Cl:1][C:2]1[C:3]([C:24]2[CH:25]=[C:26]3[N:32]([CH2:33][C:34]4[CH:39]=[CH:38][CH:37]=[C:36]([F:40])[CH:35]=4)[CH:31]=[N:30][C:27]3=[N:28][CH:29]=2)=[CH:4][C:5]([NH:8][C:9]([CH:11]2[CH2:16][CH2:15][CH2:14][N:13](C(OC(C)(C)C)=O)[CH2:12]2)=[O:10])=[N:6][CH:7]=1.FC(F)(F)C(O)=O. The catalyst class is: 4.